This data is from Full USPTO retrosynthesis dataset with 1.9M reactions from patents (1976-2016). The task is: Predict the reactants needed to synthesize the given product. (1) Given the product [CH2:19]([N:21]1[C:25]([NH:26][C:16]([C:9]2[S:10][C:11]([C:12]([F:15])([F:14])[F:13])=[C:7]([C:1]3[CH:6]=[CH:5][CH:4]=[CH:3][CH:2]=3)[CH:8]=2)=[O:17])=[CH:24][CH:23]=[N:22]1)[CH3:20], predict the reactants needed to synthesize it. The reactants are: [C:1]1([C:7]2[CH:8]=[C:9]([C:16](Cl)=[O:17])[S:10][C:11]=2[C:12]([F:15])([F:14])[F:13])[CH:6]=[CH:5][CH:4]=[CH:3][CH:2]=1.[CH2:19]([N:21]1[C:25]([NH2:26])=[CH:24][CH:23]=[N:22]1)[CH3:20].N1C=CC=CC=1. (2) Given the product [CH2:1]([O:3][C:4](=[O:31])[CH2:5][N:6]([C:21]([O:23][CH2:24][C:25]1[CH:26]=[CH:27][CH:28]=[CH:29][CH:30]=1)=[O:22])[CH2:7][CH2:8][NH:9][N:10]1[C:18](=[O:19])[C:17]2[C:12](=[CH:13][CH:14]=[CH:15][CH:16]=2)[C:11]1=[O:20])[CH3:2], predict the reactants needed to synthesize it. The reactants are: [CH2:1]([O:3][C:4](=[O:31])[CH2:5][N:6]([C:21]([O:23][CH2:24][C:25]1[CH:30]=[CH:29][CH:28]=[CH:27][CH:26]=1)=[O:22])[CH2:7]/[CH:8]=[N:9]/[N:10]1[C:18](=[O:19])[C:17]2[C:12](=[CH:13][CH:14]=[CH:15][CH:16]=2)[C:11]1=[O:20])[CH3:2].C([BH3-])#N.[Na+].C(O)(=O)C. (3) Given the product [NH2:29][C:25]1[CH:24]=[CH:23][CH:22]=[C:21]2[C:26]=1[C:27](=[O:28])[C:9]1([NH:8][C:6](=[O:7])[C:5]3[CH:33]=[CH:34][N:35]=[CH:36][C:4]=3[F:3])[C:13]3[CH:14]=[CH:15][C:16]([CH:18]([CH3:20])[CH3:19])=[CH:17][C:12]=3[O:11][C:10]12[OH:32], predict the reactants needed to synthesize it. The reactants are: Cl.O.[F:3][C:4]1[CH:36]=[N:35][CH:34]=[CH:33][C:5]=1[C:6]([NH:8][C:9]12[C:27](=[O:28])[C:26]3[C:21](=[CH:22][CH:23]=[CH:24][C:25]=3[N+:29]([O-])=O)[C:10]1([OH:32])[O:11][C:12]1[CH:17]=[C:16]([CH:18]([CH3:20])[CH3:19])[CH:15]=[CH:14][C:13]=12)=[O:7]. (4) Given the product [OH:4][CH2:5][C:7]1[C:11]([Cl:12])=[C:10]([Cl:13])[S:9][N:8]=1, predict the reactants needed to synthesize it. The reactants are: [Li+].[BH4-].C[O:4][C:5]([C:7]1[C:11]([Cl:12])=[C:10]([Cl:13])[S:9][N:8]=1)=O. (5) Given the product [CH3:1][O:2][C:3](=[O:20])[C:4]1[CH:9]=[C:8]([C:10](=[O:18])[C:11]2[CH:16]=[CH:15][C:14]([N:26]([C:25]3[CH:28]=[CH:29][C:22]([Cl:21])=[CH:23][CH:24]=3)[CH3:27])=[CH:13][N:12]=2)[CH:7]=[CH:6][C:5]=1[F:19], predict the reactants needed to synthesize it. The reactants are: [CH3:1][O:2][C:3](=[O:20])[C:4]1[CH:9]=[C:8]([C:10](=[O:18])[C:11]2[CH:16]=[CH:15][C:14](Br)=[CH:13][N:12]=2)[CH:7]=[CH:6][C:5]=1[F:19].[Cl:21][C:22]1[CH:29]=[CH:28][C:25]([NH:26][CH3:27])=[CH:24][CH:23]=1.